Dataset: Catalyst prediction with 721,799 reactions and 888 catalyst types from USPTO. Task: Predict which catalyst facilitates the given reaction. (1) Reactant: [C:1]([C:6]1[CH:7]=[C:8]2[C:12](=[CH:13][CH:14]=1)[N:11]([S:15]([C:18]1[C:23]([CH3:24])=[CH:22][C:21]([CH3:25])=[CH:20][C:19]=1[CH3:26])(=[O:17])=[O:16])[CH:10]=[C:9]2[CH3:27])(OCC)=O.[H-].[Al+3].[Li+].[H-].[H-].[H-].C1(P(C2C=CC=CC=2)C2C=CC=CC=2)C=CC=CC=1.C(Br)(Br)(Br)[Br:54]. Product: [Br:54][CH2:1][C:6]1[CH:7]=[C:8]2[C:12](=[CH:13][CH:14]=1)[N:11]([S:15]([C:18]1[C:23]([CH3:24])=[CH:22][C:21]([CH3:25])=[CH:20][C:19]=1[CH3:26])(=[O:17])=[O:16])[CH:10]=[C:9]2[CH3:27]. The catalyst class is: 56. (2) Reactant: C([O:4][C@H:5]1[C@H:10]([O:11]C(=O)C)[C@@H:9]([O:15]C(=O)C)[C@H:8]([C:19]2[CH:24]=[CH:23][C:22]([Cl:25])=[C:21]([CH2:26][C:27]3[CH:32]=[CH:31][C:30]([C:33]([CH2:35]Br)=[CH2:34])=[CH:29][CH:28]=3)[CH:20]=2)[O:7][C@@H:6]1[CH2:37][O:38]C(=O)C)(=O)C.[CH3:42][O-:43].[Na+]. Product: [Cl:25][C:22]1[CH:23]=[CH:24][C:19]([C@H:8]2[C@H:9]([OH:15])[C@@H:10]([OH:11])[C@H:5]([OH:4])[C@@H:6]([CH2:37][OH:38])[O:7]2)=[CH:20][C:21]=1[CH2:26][C:27]1[CH:32]=[CH:31][C:30]([C:33]([CH2:35][O:43][CH3:42])=[CH2:34])=[CH:29][CH:28]=1. The catalyst class is: 5. (3) Reactant: F[C:2]1[CH:7]=[CH:6][C:5]([NH:8][C:9]([C:11]2[S:12][C:13]([Br:16])=[CH:14][CH:15]=2)=[O:10])=[CH:4][C:3]=1[N+:17]([O-:19])=[O:18].[OH-].[K+].[C:22]([O:26][C:27](=[O:36])[NH:28][C:29]1[CH:34]=[CH:33][C:32]([OH:35])=[CH:31][CH:30]=1)([CH3:25])([CH3:24])[CH3:23]. Product: [C:22]([O:26][C:27](=[O:36])[NH:28][C:29]1[CH:30]=[CH:31][C:32]([O:35][C:2]2[CH:7]=[CH:6][C:5]([NH:8][C:9]([C:11]3[S:12][C:13]([Br:16])=[CH:14][CH:15]=3)=[O:10])=[CH:4][C:3]=2[N+:17]([O-:19])=[O:18])=[CH:33][CH:34]=1)([CH3:25])([CH3:23])[CH3:24]. The catalyst class is: 18. (4) Reactant: [NH2:1][C:2]1[N:7]=[C:6]([C:8]2[O:9][C:10]([C:13]#[N:14])=[CH:11][CH:12]=2)[C:5]([C:15]#[N:16])=[C:4]([S:17]([CH3:19])=O)[N:3]=1.SC[CH2:22][C:23]1[CH:28]=[CH:27][CH:26]=[CH:25][N:24]=1.C1CCN2C(=NCCC2)CC1. Product: [NH2:1][C:2]1[N:7]=[C:6]([C:8]2[O:9][C:10]([C:13]#[N:14])=[CH:11][CH:12]=2)[C:5]([C:15]#[N:16])=[C:4]([S:17][CH2:19][CH2:22][C:23]2[CH:28]=[CH:27][CH:26]=[CH:25][N:24]=2)[N:3]=1. The catalyst class is: 57. (5) Reactant: CC(C)([O-])C.[Na+].[CH2:7]([O:9][C:10]([CH2:12][O:13][CH2:14][CH2:15][O:16][CH2:17][C:18]([O:20]CC)=O)=[O:11])[CH3:8].C(O)(=O)C. Product: [O:20]=[C:18]1[CH2:17][O:16][CH2:15][CH2:14][O:13][CH:12]1[C:10]([O:9][CH2:7][CH3:8])=[O:11]. The catalyst class is: 1. (6) Reactant: [CH3:1][C:2]1[CH:3]=[C:4]([CH:35]=[C:36]([CH3:38])[CH:37]=1)[C:5]([N:7]([C@H:28]([CH2:33][CH3:34])[C:29]([CH3:32])([CH3:31])[CH3:30])[NH:8][C:9](=[O:27])[C:10]1[CH:15]=[CH:14][C:13]([CH:16]=O)=[C:12]([B:18]2OC(C)(C)C(C)(C)[O:19]2)[CH:11]=1)=[O:6].O.[NH2:40][NH2:41].C(Cl)Cl. Product: [CH3:1][C:2]1[CH:3]=[C:4]([CH:35]=[C:36]([CH3:38])[CH:37]=1)[C:5]([N:7]([C@H:28]([CH2:33][CH3:34])[C:29]([CH3:32])([CH3:31])[CH3:30])[NH:8][C:9]([C:10]1[CH:15]=[CH:14][C:13]2[CH:16]=[N:41][NH:40][B:18]([OH:19])[C:12]=2[CH:11]=1)=[O:27])=[O:6]. The catalyst class is: 14. (7) Reactant: C(OC([N:8]1[CH2:30][CH2:29][C:11]2[N:12]=[C:13]([NH:17][C:18]3[CH:23]=[CH:22][C:21]([C:24]4[O:28][CH:27]=[N:26][CH:25]=4)=[CH:20][CH:19]=3)[N:14]=[C:15]([OH:16])[C:10]=2[CH2:9]1)=O)(C)(C)C.[C:31]1([CH2:37]O)[CH:36]=[CH:35][CH:34]=[CH:33][CH:32]=1.C1(P(C2C=CC=CC=2)C2C=CC=CC=2)C=CC=CC=1.N(C(OC(C)C)=O)=NC(OC(C)C)=O.Cl. Product: [CH2:37]([O:16][C:15]1[C:10]2[CH2:9][NH:8][CH2:30][CH2:29][C:11]=2[N:12]=[C:13]([NH:17][C:18]2[CH:19]=[CH:20][C:21]([C:24]3[O:28][CH:27]=[N:26][CH:25]=3)=[CH:22][CH:23]=2)[N:14]=1)[C:31]1[CH:36]=[CH:35][CH:34]=[CH:33][CH:32]=1. The catalyst class is: 1. (8) Reactant: [NH2:1][CH:2]([CH3:7])[CH2:3][C:4]([OH:6])=[O:5].[OH-].[Na+].Cl[C:11]([O:13][CH2:14][C:15]1[CH:20]=[CH:19][CH:18]=[CH:17][CH:16]=1)=[O:12]. Product: [CH2:14]([O:13][C:11]([NH:1][CH:2]([CH3:7])[CH2:3][C:4]([OH:6])=[O:5])=[O:12])[C:15]1[CH:20]=[CH:19][CH:18]=[CH:17][CH:16]=1. The catalyst class is: 283. (9) Reactant: [Cl:1][C:2]1[CH:7]=[C:6]2[NH:8][C:9](=[O:40])[C:10]3([CH:15]([C:16]4[CH:21]=[C:20]([Cl:22])[CH:19]=[CH:18][C:17]=4[O:23][CH2:24][C:25]([C:28](O)=[O:29])([CH3:27])[CH3:26])[CH2:14][C:13](=[O:31])[NH:12][CH:11]3[C:32]3[CH:37]=[C:36]([F:38])[CH:35]=[CH:34][C:33]=3[CH3:39])[C:5]2=[CH:4][CH:3]=1.[NH:41]1[CH2:45][CH2:44][CH2:43][CH2:42]1.CCN=C=NCCCN(C)C.Cl.C1C=CC2N(O)N=NC=2C=1.CCN(C(C)C)C(C)C. Product: [Cl:1][C:2]1[CH:7]=[C:6]2[NH:8][C:9](=[O:40])[C:10]3([CH:15]([C:16]4[CH:21]=[C:20]([Cl:22])[CH:19]=[CH:18][C:17]=4[O:23][CH2:24][C:25]([CH3:26])([CH3:27])[C:28](=[O:29])[N:41]4[CH2:45][CH2:44][CH2:43][CH2:42]4)[CH2:14][C:13](=[O:31])[NH:12][CH:11]3[C:32]3[CH:37]=[C:36]([F:38])[CH:35]=[CH:34][C:33]=3[CH3:39])[C:5]2=[CH:4][CH:3]=1. The catalyst class is: 1. (10) Reactant: [S:1]1[CH:5]=[CH:4][C:3]([C:6]([OH:8])=O)=[CH:2]1.Cl.CN(C)CCCN=C=NCC.[CH3:21][O:22][C:23]1[CH:24]=[C:25]([NH2:46])[CH:26]=[CH:27][C:28]=1[C:29]1[O:30][C:31]([C:34]2[C:35]([C:40]3[CH:45]=[CH:44][CH:43]=[CH:42][CH:41]=3)=[N:36][O:37][C:38]=2[CH3:39])=[N:32][N:33]=1. Product: [CH3:21][O:22][C:23]1[CH:24]=[C:25]([NH:46][C:6]([C:3]2[CH:4]=[CH:5][S:1][CH:2]=2)=[O:8])[CH:26]=[CH:27][C:28]=1[C:29]1[O:30][C:31]([C:34]2[C:35]([C:40]3[CH:41]=[CH:42][CH:43]=[CH:44][CH:45]=3)=[N:36][O:37][C:38]=2[CH3:39])=[N:32][N:33]=1. The catalyst class is: 4.